From a dataset of Reaction yield outcomes from USPTO patents with 853,638 reactions. Predict the reaction yield, written as a fraction of the theoretical maximum amount of product (1.0 means a 100% yield; for example, 0.34 means a 34% yield). (1) The reactants are [C:1]([N:4]1[C:13]2[C:8](=[CH:9][C:10]([C:14]([OH:16])=O)=[CH:11][CH:12]=2)[CH:7]([NH:17][C:18]2[CH:23]=[CH:22][C:21]([Cl:24])=[CH:20][CH:19]=2)[CH2:6][C@@H:5]1[CH3:25])(=[O:3])[CH3:2].[NH2:26][CH2:27][CH2:28][O:29][CH2:30][CH2:31][O:32][CH2:33][CH2:34][O:35][CH2:36][CH2:37][C:38]([O:40][C:41]([CH3:44])([CH3:43])[CH3:42])=[O:39]. No catalyst specified. The product is [C:1]([N:4]1[C:13]2[C:8](=[CH:9][C:10]([C:14]([NH:26][CH2:27][CH2:28][O:29][CH2:30][CH2:31][O:32][CH2:33][CH2:34][O:35][CH2:36][CH2:37][C:38]([O:40][C:41]([CH3:44])([CH3:43])[CH3:42])=[O:39])=[O:16])=[CH:11][CH:12]=2)[C@H:7]([NH:17][C:18]2[CH:23]=[CH:22][C:21]([Cl:24])=[CH:20][CH:19]=2)[CH2:6][C@@H:5]1[CH3:25])(=[O:3])[CH3:2]. The yield is 1.00. (2) The reactants are O[C:2]1([C:28]([F:31])([F:30])[F:29])[N:6]([C:7]2[N:8]=[CH:9][C:10]([NH:13][C:14]([CH:16]3[CH2:21][CH2:20][CH2:19][CH2:18][CH2:17]3)=[O:15])=[N:11][CH:12]=2)[N:5]=[C:4]([C:22]2[CH:23]=[N:24][CH:25]=[CH:26][CH:27]=2)[CH2:3]1. The catalyst is C(O)(=O)C. The product is [N:24]1[CH:25]=[CH:26][CH:27]=[C:22]([C:4]2[CH:3]=[C:2]([C:28]([F:29])([F:30])[F:31])[N:6]([C:7]3[N:8]=[CH:9][C:10]([NH:13][C:14]([CH:16]4[CH2:21][CH2:20][CH2:19][CH2:18][CH2:17]4)=[O:15])=[N:11][CH:12]=3)[N:5]=2)[CH:23]=1. The yield is 0.270. (3) The reactants are [Br:1][C:2]1[CH:3]=[C:4]2[C:9](=[CH:10][CH:11]=1)[N:8]=[C:7]([N:12]1[CH2:17][CH2:16][N:15]([C:18]3[CH:23]=[CH:22][CH:21]=[CH:20][N:19]=3)[CH2:14][CH2:13]1)[C:6]1[C:24](=O)[C:25]3[C:30]([C:5]2=1)=[CH:29][CH:28]=[CH:27][CH:26]=3.Cl.[NH2:33][OH:34].[OH-].[Na+].Cl. The catalyst is C(O)C.O. The product is [Br:1][C:2]1[CH:3]=[C:4]2[C:9](=[CH:10][CH:11]=1)[N:8]=[C:7]([N:12]1[CH2:17][CH2:16][N:15]([C:18]3[CH:23]=[CH:22][CH:21]=[CH:20][N:19]=3)[CH2:14][CH2:13]1)[C:6]1[C:24](=[N:33][OH:34])[C:25]3[C:30]([C:5]2=1)=[CH:29][CH:28]=[CH:27][CH:26]=3. The yield is 0.960. (4) The reactants are [CH:1]1([CH:4]([CH2:7][C:8](=O)[C:9]2[CH:14]=[CH:13][C:12]([C:15]([F:18])([F:17])[F:16])=[CH:11][CH:10]=2)[C:5]#[N:6])[CH2:3][CH2:2]1.[C:20](OC(N(C)C)N(C)C)(C)(C)C.[N+]([O-])(O)=O.[N+]([O-])(O)=O.[CH3:40][O:41][C:42]1[CH:43]=[C:44]([NH:54][C:55]([NH2:57])=[NH:56])[CH:45]=[CH:46][C:47]=1[N:48]1[CH:52]=[C:51]([CH3:53])[N:50]=[CH:49]1. No catalyst specified. The product is [CH:1]1([CH:4]([C:7]2[C:8]([C:9]3[CH:14]=[CH:13][C:12]([C:15]([F:18])([F:17])[F:16])=[CH:11][CH:10]=3)=[N:56][C:55]([NH:54][C:44]3[CH:45]=[CH:46][C:47]([N:48]4[CH:52]=[C:51]([CH3:53])[N:50]=[CH:49]4)=[C:42]([O:41][CH3:40])[CH:43]=3)=[N:57][CH:20]=2)[C:5]#[N:6])[CH2:3][CH2:2]1. The yield is 0.240. (5) The reactants are Cl[CH:2]([CH2:6][CH2:7][C:8]1[CH:17]=[CH:16][C:15]([O:18][CH3:19])=[C:14]2[C:9]=1[CH:10]=[CH:11][C:12](=[O:21])[N:13]2[CH3:20])[C:3]([OH:5])=O.[NH2:22][C:23](N)=[S:24].C([O-])(=[O:28])C.[Na+]. The catalyst is COC(O)C. The product is [CH3:19][O:18][C:15]1[CH:16]=[CH:17][C:8]([CH2:7][CH2:6][CH:2]2[S:24][C:23](=[O:28])[NH:22][C:3]2=[O:5])=[C:9]2[C:14]=1[N:13]([CH3:20])[C:12](=[O:21])[CH:11]=[CH:10]2. The yield is 0.310. (6) The catalyst is CN(C=O)C.O. The reactants are [NH:1]1[C:9]2[C:4](=[CH:5][C:6]([C:10]3[O:14][N:13]=[C:12]([C:15]([OH:17])=O)[CH:11]=3)=[CH:7][CH:8]=2)[CH:3]=[N:2]1.[NH2:18][CH:19]1[CH2:24][CH2:23][N:22]([C:25]([O:27][C:28]([CH3:31])([CH3:30])[CH3:29])=[O:26])[CH2:21][CH2:20]1.C1C=CC2N(O)N=NC=2C=1.C(Cl)CCl. The yield is 0.780. The product is [NH:1]1[C:9]2[C:4](=[CH:5][C:6]([C:10]3[O:14][N:13]=[C:12]([C:15]([NH:18][CH:19]4[CH2:20][CH2:21][N:22]([C:25]([O:27][C:28]([CH3:31])([CH3:30])[CH3:29])=[O:26])[CH2:23][CH2:24]4)=[O:17])[CH:11]=3)=[CH:7][CH:8]=2)[CH:3]=[N:2]1. (7) The reactants are [NH2:1][C:2]1[N:7]=[C:6]([C:8]2[S:12][C:11]3[CH:13]=[CH:14][C:15]([CH2:17][C:18]4[CH:19]=[C:20]([CH:24]=[CH:25][CH:26]=4)[C:21]([OH:23])=[O:22])=[CH:16][C:10]=3[C:9]=2[CH3:27])[CH:5]=[CH:4][N:3]=1.[CH3:28][Si](C=[N+]=[N-])(C)C.C1COCC1. The catalyst is CO. The product is [NH2:1][C:2]1[N:7]=[C:6]([C:8]2[S:12][C:11]3[CH:13]=[CH:14][C:15]([CH2:17][C:18]4[CH:19]=[C:20]([CH:24]=[CH:25][CH:26]=4)[C:21]([O:23][CH3:28])=[O:22])=[CH:16][C:10]=3[C:9]=2[CH3:27])[CH:5]=[CH:4][N:3]=1. The yield is 0.430.